Dataset: Forward reaction prediction with 1.9M reactions from USPTO patents (1976-2016). Task: Predict the product of the given reaction. (1) Given the reactants [CH3:1][CH2:2][CH2:3][CH2:4][C:5]1[N:9]([CH2:10][C:11]2[CH:12]=[CH:13][C:14]([C:17]3[CH:18]=[CH:19][CH:20]=[CH:21][C:22]=3[C:23]3[N:27]=[N:26][NH:25][N:24]=3)=[CH:15][CH:16]=2)[C:8]([CH2:28][OH:29])=[C:7]([Cl:30])[N:6]=1.[N+:31]([O:34][CH2:35][CH2:36][CH2:37][C:38]([O:40][CH2:41][C@@H:42]([NH:50][C:51](OC1C=CC([N+]([O-])=O)=CC=1)=[O:52])[CH2:43][C:44]1[CH:49]=[CH:48][CH:47]=[CH:46][CH:45]=1)=[O:39])([O-:33])=[O:32], predict the reaction product. The product is: [N+:31]([O:34][CH2:35][CH2:36][CH2:37][C:38]([O:40][CH2:41][C@@H:42]([NH:50][C:51]([O:29][CH2:28][C:8]1[N:9]([CH2:10][C:11]2[CH:12]=[CH:13][C:14]([C:17]3[CH:18]=[CH:19][CH:20]=[CH:21][C:22]=3[C:23]3[NH:27][N:26]=[N:25][N:24]=3)=[CH:15][CH:16]=2)[C:5]([CH2:4][CH2:3][CH2:2][CH3:1])=[N:6][C:7]=1[Cl:30])=[O:52])[CH2:43][C:44]1[CH:45]=[CH:46][CH:47]=[CH:48][CH:49]=1)=[O:39])([O-:33])=[O:32]. (2) Given the reactants [Br:1][C:2]1[CH:7]=[CH:6][CH:5]=[CH:4][C:3]=1[CH2:8][C:9](O)=[O:10].[BH4-].[Na+].B(F)(F)F.CCOCC, predict the reaction product. The product is: [Br:1][C:2]1[CH:7]=[CH:6][CH:5]=[CH:4][C:3]=1[CH2:8][CH2:9][OH:10]. (3) Given the reactants [CH3:1][C:2]([O:5][C:6]([C:8]1[CH:9]=[C:10]([F:32])[C:11]([CH3:31])=[C:12]([C:14]2[C:15]([C:28]([OH:30])=O)=[CH:16][C:17]([C:20]([NH:22][CH2:23][C:24]([CH3:27])([CH3:26])[CH3:25])=[O:21])=[CH:18][CH:19]=2)[CH:13]=1)=[O:7])([CH3:4])[CH3:3].CC[N:35](CC)CC.ClC(OCC)=O.[OH-].N, predict the reaction product. The product is: [NH2:35][C:28]([C:15]1[CH:16]=[C:17]([C:20]([NH:22][CH2:23][C:24]([CH3:27])([CH3:25])[CH3:26])=[O:21])[CH:18]=[CH:19][C:14]=1[C:12]1[C:11]([CH3:31])=[C:10]([F:32])[CH:9]=[C:8]([C:6]([O:5][C:2]([CH3:1])([CH3:3])[CH3:4])=[O:7])[CH:13]=1)=[O:30]. (4) Given the reactants CCN(CC)CC.[F:8][C:9]1[C:13]([S:14](=[O:22])(=[O:21])[NH:15][C:16]2([CH3:20])[CH2:19][O:18][CH2:17]2)=[CH:12][N:11]([CH3:23])[C:10]=1[C:24]([OH:26])=O.CN(C(ON1N=NC2C=CC=NC1=2)=[N+](C)C)C.F[P-](F)(F)(F)(F)F.[F:51][C:52]1[CH:58]=[CH:57][C:55]([NH2:56])=[CH:54][C:53]=1[CH3:59], predict the reaction product. The product is: [F:8][C:9]1[C:13]([S:14](=[O:21])(=[O:22])[NH:15][C:16]2([CH3:20])[CH2:17][O:18][CH2:19]2)=[CH:12][N:11]([CH3:23])[C:10]=1[C:24]([NH:56][C:55]1[CH:57]=[CH:58][C:52]([F:51])=[C:53]([CH3:59])[CH:54]=1)=[O:26].